This data is from Full USPTO retrosynthesis dataset with 1.9M reactions from patents (1976-2016). The task is: Predict the reactants needed to synthesize the given product. (1) Given the product [CH:1]1[C:10]2[C@@H:11]3[CH2:16][N:15]([CH2:28][CH2:27][CH2:26][C:25]([C:19]4[CH:20]=[CH:21][C:22]([F:24])=[CH:23][C:18]=4[NH2:17])=[O:30])[CH2:14][CH2:13][C@@H:12]3[N:8]3[C:9]=2[C:4]([CH2:5][CH2:6][CH2:7]3)=[CH:3][CH:2]=1, predict the reactants needed to synthesize it. The reactants are: [CH:1]1[C:10]2[C@@H:11]3[CH2:16][NH:15][CH2:14][CH2:13][C@@H:12]3[N:8]3[C:9]=2[C:4]([CH2:5][CH2:6][CH2:7]3)=[CH:3][CH:2]=1.[NH2:17][C:18]1[CH:23]=[C:22]([F:24])[CH:21]=[CH:20][C:19]=1[C:25](=[O:30])[CH2:26][CH2:27][CH2:28]Cl. (2) The reactants are: [C:1]1([SH:7])[CH:6]=[CH:5][CH:4]=[CH:3][CH:2]=1.C([O-])([O-])=O.[K+].[K+].[C:14]([N:21]1[CH2:24][CH:23](I)[CH2:22]1)([O:16][C:17]([CH3:20])([CH3:19])[CH3:18])=[O:15]. Given the product [C:1]1([S:7][CH:23]2[CH2:22][N:21]([C:14]([O:16][C:17]([CH3:20])([CH3:19])[CH3:18])=[O:15])[CH2:24]2)[CH:6]=[CH:5][CH:4]=[CH:3][CH:2]=1, predict the reactants needed to synthesize it. (3) Given the product [CH3:3][O:4][C:5](=[O:29])[CH:6]([C@@H:12]1[C:20]2[C:15](=[CH:16][CH:17]=[CH:18][CH:19]=2)[CH2:14][C@H:13]1[NH:21][C:22]([O:24][C:25]([CH3:28])([CH3:27])[CH3:26])=[O:23])[CH3:7], predict the reactants needed to synthesize it. The reactants are: [Cl-].[Na+].[CH3:3][O:4][C:5](=[O:29])[C:6]([C@@H:12]1[C:20]2[C:15](=[CH:16][CH:17]=[CH:18][CH:19]=2)[CH2:14][C@H:13]1[NH:21][C:22]([O:24][C:25]([CH3:28])([CH3:27])[CH3:26])=[O:23])(C)[C:7](OC)=O.